Dataset: Experimentally validated miRNA-target interactions with 360,000+ pairs, plus equal number of negative samples. Task: Binary Classification. Given a miRNA mature sequence and a target amino acid sequence, predict their likelihood of interaction. (1) The miRNA is mmu-miR-5122 with sequence CCGCGGGACCCGGGGCUGUG. The protein sequence of the target gene is MMEGLKKRTRKAFGIRKKEKDTDSTGSPDRDGIQPSPHEPPYNSKAECAREGGKKVSKKSNGAPNGFYAEIDWERYNSPELDEEGYSIRPEEPGSTKGKHFYSSSESEEEEESHKKFNIKIKPLQSKDILKNAATVDELKASIGNIALSPSPVRKSPRRSPGAIKRNLSSEEVARPRRSTPTPELISKKPPDDTTALAPLFGPPLESAFDEQKTEVLLDQPEIWGSGQPINPSMESPKLTRPFPTGTPPPLPPKNVPATPPRTGSPLTIGPGNDQSATEVKIEKLPSINDLDSIFGPVLS.... Result: 0 (no interaction). (2) The miRNA is hsa-miR-128-2-5p with sequence GGGGGCCGAUACACUGUACGAGA. The protein sequence of the target gene is MNGFTPEEMSRGGDAAAAVAAVVAAAAAAASAGNGNAAGGGAEVPGAGAVSASGPPGAAGPGPGQLCCLREDGERCGRAAGNASFSKRIQKSISQKKVKIELDKSARHLYICDYHKNLIQSVRNRRKRKGSDDDGGDSPVQDIDTPEVDLYQLQVNTLRRYKRHFKLPTRPGLNKAQLVEIVGCHFKSIPVNEKDTLTCFIYSVRNDKNKSDLKADSGVH. Result: 0 (no interaction). (3) The miRNA is mmu-miR-133b-3p with sequence UUUGGUCCCCUUCAACCAGCUA. The protein sequence of the target gene is MASREEVLALQAEVAQREEELNSLKQKLASALLAEQEPQPERLVPVSPLPPKAALSRDEILRYSRQLVLPELGVHGQLRLGTACVLIVGCGGLGCPLAQYLAAAGVGRLGLVDYDVVEMSNLARQVLHGEALAGQAKAFSAAASLRRLNSAVECVPYTQALTPATALDLVRRYDVVADCSDNVPTRYLVNDACVLAGRPLVSASALRFEGQITVYHYDGGPCYRCIFPQPPPAETVTNCADGGVLGVVTGVLGCLQALEVLKIAAGLGPSYSGSLLLFDALRGHFRSIRLRSRRLDCAAC.... Result: 0 (no interaction). (4) The miRNA is hsa-miR-302b-3p with sequence UAAGUGCUUCCAUGUUUUAGUAG. The protein sequence of the target gene is MTAEDSATAMNSDPTVGSSTKVPEGVAGAPNEAALLALIERTGYTMVQENGQRKYGGPPPGWEGPHPQRGCEVFVGKIPRDVYEDELVPVFETVGRIYELRLMMDFDGKNRGYAFVMYCHKHEAKRAVRELNNYEIRPGRLLGVCCSVDNCRLFIGGIPKMKKRGEILEEIAKVTEGVLNVIVYASAADKMKNRGFAFVEYESHRAAAMARRKLMPGRIQLWGHQIAVDWAEPEIDVDEDVMQTVKILYVRNLMIETTEETIKKSFGQFNPGCVERVKKIRDYAFVHFTSREDAVHAMNN.... Result: 0 (no interaction). (5) The miRNA is mmu-miR-3966 with sequence AGCUGCCAGCUGUAGAACUGU. The protein sequence of the target gene is MKNQLRGPPVRAHMSTSGAAAAAAAGGTRAGSEPGAGSGSGAGIGAGATTGAGAMPCKSAEWLQEELEARGGASLLLLDCRPHELFESSHIETAINLAIPGLMLRRLRKGNLPIRSIIPNHADKERFATRCKAATVLLYDEATAEWQPEPGAPASVLGLLLQKLRDDGCQAYYLQGGFNKFQTEYSEHCETNVDSSSSPSGSPPTSVLGLGGLRISSDCSDGESDRELPSSATESDGSPVPSSQPAFPVQILPYLYLGCAKDSTNLDVLGKYGIKYILNVTPNLPNAFEHGGEFTYKQIP.... Result: 0 (no interaction).